Dataset: Tyrosyl-DNA phosphodiesterase HTS with 341,365 compounds. Task: Binary Classification. Given a drug SMILES string, predict its activity (active/inactive) in a high-throughput screening assay against a specified biological target. The drug is Clc1c(cc(F)c(F)c1)C(O\N=C(\Cn1nnc2c1cccc2)C)=O. The result is 0 (inactive).